This data is from Catalyst prediction with 721,799 reactions and 888 catalyst types from USPTO. The task is: Predict which catalyst facilitates the given reaction. (1) Reactant: [C:1]([O:5][C:6]([N:8]1[CH2:12][CH:11]([OH:13])[C:10]([CH3:15])([CH3:14])[CH:9]1[C:16]([OH:18])=[O:17])=[O:7])([CH3:4])([CH3:3])[CH3:2].[C:19](=O)([O-])[O-].[Cs+].[Cs+].CI. Product: [OH:13][CH:11]1[CH2:12][N:8]([C:6]([O:5][C:1]([CH3:4])([CH3:2])[CH3:3])=[O:7])[CH:9]([C:16]([O:18][CH3:19])=[O:17])[C:10]1([CH3:15])[CH3:14]. The catalyst class is: 3. (2) Reactant: N[C:2]1[C:10]2[C:5](=[CH:6][C:7]([C:11]#[N:12])=[CH:8][CH:9]=2)[NH:4][N:3]=1.N([O-])=O.[Na+]. Product: [NH:4]1[C:5]2[C:10](=[CH:9][CH:8]=[C:7]([C:11]#[N:12])[CH:6]=2)[CH:2]=[N:3]1. The catalyst class is: 52. (3) Reactant: S(Cl)(Cl)=O.[C:5]([CH:7]([C:20]1[CH:25]=[CH:24][CH:23]=[C:22]([F:26])[CH:21]=1)[CH:8]([C:13]1[CH:18]=[CH:17][C:16]([F:19])=[CH:15][CH:14]=1)[CH2:9][C:10]([OH:12])=[O:11])#[N:6].[C:27]1(=O)[CH2:32][CH2:31][CH2:30][C:29](=[O:33])[CH2:28]1.C(N(CC)CC)C. The catalyst class is: 4. Product: [C:5]([CH:7]([C:20]1[CH:25]=[CH:24][CH:23]=[C:22]([F:26])[CH:21]=1)[CH:8]([C:13]1[CH:18]=[CH:17][C:16]([F:19])=[CH:15][CH:14]=1)[CH2:9][C:10]([O:12][C:27]1[CH2:32][CH2:31][CH2:30][C:29](=[O:33])[CH:28]=1)=[O:11])#[N:6]. (4) Reactant: [OH:1][C:2]1[CH:11]=[C:10]2[C:5]([CH:6]=[CH:7][CH:8]=[C:9]2[N:12]2[CH2:17][CH2:16][N:15]([CH3:18])[CH2:14][CH2:13]2)=[CH:4][CH:3]=1.C(N(CC)CC)C.[S:26](O[S:26]([C:29]([F:32])([F:31])[F:30])(=[O:28])=[O:27])([C:29]([F:32])([F:31])[F:30])(=[O:28])=[O:27].[Cl-].[NH4+]. Product: [F:30][C:29]([F:32])([F:31])[S:26]([O:1][C:2]1[CH:11]=[C:10]2[C:5]([CH:6]=[CH:7][CH:8]=[C:9]2[N:12]2[CH2:17][CH2:16][N:15]([CH3:18])[CH2:14][CH2:13]2)=[CH:4][CH:3]=1)(=[O:28])=[O:27]. The catalyst class is: 2. (5) Reactant: Br[C:2]1[CH:10]=[CH:9][C:8]2[N:7]3[C:11](=[O:19])[O:12][C@@H:13]([CH2:14][NH:15][C:16](=[O:18])[CH3:17])[C@@H:6]3[CH2:5][C:4]=2[CH:3]=1.[O:20]1[C:24]2([CH2:29][CH2:28][NH:27][CH2:26][CH2:25]2)[O:23][CH2:22][CH2:21]1.N1CCC[C@H]1C(O)=O.C([O-])([O-])=O.[K+].[K+]. Product: [O:19]=[C:11]1[N:7]2[C:8]3[CH:9]=[CH:10][C:2]([N:27]4[CH2:28][CH2:29][C:24]5([O:23][CH2:22][CH2:21][O:20]5)[CH2:25][CH2:26]4)=[CH:3][C:4]=3[CH2:5][C@H:6]2[C@H:13]([CH2:14][NH:15][C:16](=[O:18])[CH3:17])[O:12]1. The catalyst class is: 156. (6) Reactant: [CH2:1]([O:8][C:9]1[CH:27]=[CH:26][C:12]([CH2:13][C:14]2[CH:18]=[C:17]([C:19]3C(N)=[N:21][CH:22]=[CH:23][CH:24]=3)[O:16][N:15]=2)=[CH:11][CH:10]=1)[C:2]1[CH:7]=[CH:6][CH:5]=[CH:4][CH:3]=1.C=O.N1C=CC=CC=1C.B.FC(F)(F)C(O)=O.[CH3:45][N:46]([CH3:49])[CH:47]=O. Product: [CH2:1]([O:8][C:9]1[CH:27]=[CH:26][C:12]([CH2:13][C:14]2[CH:18]=[C:17]([C:19]3[C:47]([N:46]([CH3:49])[CH3:45])=[N:21][CH:22]=[CH:23][CH:24]=3)[O:16][N:15]=2)=[CH:11][CH:10]=1)[C:2]1[CH:3]=[CH:4][CH:5]=[CH:6][CH:7]=1. The catalyst class is: 15.